Dataset: M1 muscarinic receptor antagonist screen with 61,756 compounds. Task: Binary Classification. Given a drug SMILES string, predict its activity (active/inactive) in a high-throughput screening assay against a specified biological target. (1) The molecule is s1c(C(=O)C(O)NC(OCC)=O)ccc1. The result is 0 (inactive). (2) The drug is O1c2cc(C(C)(C)C)ccc2OC(C1)C(O)=O. The result is 0 (inactive). (3) The compound is o1c(CN2CCN(CC2)C)c(c2c1ccc(O)c2)C(OCC)=O. The result is 0 (inactive).